Dataset: Full USPTO retrosynthesis dataset with 1.9M reactions from patents (1976-2016). Task: Predict the reactants needed to synthesize the given product. (1) Given the product [O:1]1[C:5]2[CH:6]=[CH:7][CH:8]=[CH:9][C:4]=2[C:3]([C:10]2[C:19]([N:20]([CH:22]([CH3:24])[CH3:23])[CH3:21])=[N:18][C:17]3[C:12](=[CH:13][CH:14]=[C:15]([C:25]([OH:27])=[O:26])[CH:16]=3)[N:11]=2)=[CH:2]1, predict the reactants needed to synthesize it. The reactants are: [O:1]1[C:5]2[CH:6]=[CH:7][CH:8]=[CH:9][C:4]=2[C:3]([C:10]2[C:19]([N:20]([CH:22]([CH3:24])[CH3:23])[CH3:21])=[N:18][C:17]3[C:12](=[CH:13][CH:14]=[C:15]([C:25]([O:27]C)=[O:26])[CH:16]=3)[N:11]=2)=[CH:2]1.[OH-].[Na+].Cl. (2) Given the product [C:20]([C:6]1[CH:19]=[CH:18][C:9]2[CH2:10][CH2:11][N:12]([C:15](=[O:17])[CH3:16])[CH2:13][CH2:14][C:8]=2[CH:7]=1)#[N:21], predict the reactants needed to synthesize it. The reactants are: N([O-])=O.[Na+].N[C:6]1[CH:19]=[CH:18][C:9]2[CH2:10][CH2:11][N:12]([C:15](=[O:17])[CH3:16])[CH2:13][CH2:14][C:8]=2[CH:7]=1.[C:20]([Cu])#[N:21].[C-]#N.[Na+].